From a dataset of Blood-brain barrier permeability classification from the B3DB database. Regression/Classification. Given a drug SMILES string, predict its absorption, distribution, metabolism, or excretion properties. Task type varies by dataset: regression for continuous measurements (e.g., permeability, clearance, half-life) or binary classification for categorical outcomes (e.g., BBB penetration, CYP inhibition). Dataset: b3db_classification. (1) The molecule is O=C(OC1CN2CCC1CC2)c1ccccc1. The result is 1 (penetrates BBB). (2) The molecule is CN1CCCC[C@H]1CCN1c2ccccc2Sc2ccc([S@@+](C)[O-])cc21. The result is 1 (penetrates BBB). (3) The molecule is CCc1ccccc1. The result is 1 (penetrates BBB). (4) The result is 1 (penetrates BBB). The drug is CNCCC=C1c2ccccc2C2CC2c2ccccc21. (5) The molecule is Clc1ccc(C(Cn2ccnc2)OCc2ccsc2Cl)c(Cl)c1. The result is 1 (penetrates BBB).